This data is from TCR-epitope binding with 47,182 pairs between 192 epitopes and 23,139 TCRs. The task is: Binary Classification. Given a T-cell receptor sequence (or CDR3 region) and an epitope sequence, predict whether binding occurs between them. (1) The epitope is TLIGDCATV. The TCR CDR3 sequence is CASRPNSYNEQFF. Result: 1 (the TCR binds to the epitope). (2) The TCR CDR3 sequence is CAISESRGDSYNEQFF. Result: 1 (the TCR binds to the epitope). The epitope is SEVGPEHSLAEY. (3) The epitope is YIFFASFYY. The TCR CDR3 sequence is CASVPDFSYEQYF. Result: 0 (the TCR does not bind to the epitope). (4) The epitope is CINGVCWTV. The TCR CDR3 sequence is CASAASNIATTSTDTQYF. Result: 0 (the TCR does not bind to the epitope). (5) The epitope is HTTDPSFLGRY. The TCR CDR3 sequence is CASSLGRGNQETQYF. Result: 0 (the TCR does not bind to the epitope).